This data is from Experimentally validated miRNA-target interactions with 360,000+ pairs, plus equal number of negative samples. The task is: Binary Classification. Given a miRNA mature sequence and a target amino acid sequence, predict their likelihood of interaction. (1) The miRNA is hsa-miR-6867-3p with sequence CUCUCCCUCUUUACCCACUAG. The protein sequence of the target gene is MRPRGLPPLLVVLLGCWASVSAQTDATPAVTTEGLNSTEAALATFGTFPSTRPPGTPRAPGPSSGPRPTPVTDVAVLCVCDLSPAQCDINCCCDPDCSSVDFSVFSACSVPVVTGDSQFCSQKAVIYSLNFTANPPQRVFELVDQINPSIFCIHITNYKPALSFINPEVPDENNFDTLMKTSDGFTLNAESYVSFTTKLDIPTAAKYEYGVPLQTSDSFLRFPSSLTSSLCTDNNPAAFLVNQAVKCTRKINLEQCEEIEALSMAFYSSPEILRVPDSRKKVPITVQSIVIQSLNKTLTR.... Result: 0 (no interaction). (2) The miRNA is mmu-miR-1981-5p with sequence GUAAAGGCUGGGCUUAGACGUGGC. The protein sequence of the target gene is MLFIFNFLFSPLPTPALICILTFGAAIFLWLITRPQPVLPLLDLNNQSVGIEGGARKGVSQKNNDLTSCCFSDAKTMYEVFQRGLAVSDNGPCLGYRKPNQPYRWLSYKQVSDRAEYLGSCLLHKGYKSSPDQFVGIFAQNRPEWIISELACYTYSMVAVPLYDTLGPEAIVHIVNKADIAMVICDTPQKALVLIGNVEKGFTPSLKVIILMDPFDDDLKQRGEKSGIEILSLYDAENLGKEHFRKPVPPSPEDLSVICFTSGTTGDPKGAMITHQNIVSNAAAFLKCVEHAYEPTPDDV.... Result: 0 (no interaction). (3) The miRNA is hsa-miR-4421 with sequence ACCUGUCUGUGGAAAGGAGCUA. The protein sequence of the target gene is MPWLLSAPKLVPAVANVRGLSGCMLCSQRRYSLQPVPERRIPNRYLGQPSPFTHPHLLRPGEVTPGLSQVEYALRRHKLMSLIQKEAQGQSGTDQTVVVLSNPTYYMSNDIPYTFHQDNNFLYLCGFQEPDSILVLQSLPGKQLPSHKAILFVPRRDPSRELWDGPRSGTDGAIALTGVDEAYTLEEFQHLLPKMKAETNMVWYDWMRPSHAQLHSDYMQPLTEAKAKSKNKVRGVQQLIQRLRLIKSPAEIERMQIAGKLTSQAFIETMFTSKAPVEEAFLYAKFEFECRARGADILAY.... Result: 1 (interaction).